Dataset: Forward reaction prediction with 1.9M reactions from USPTO patents (1976-2016). Task: Predict the product of the given reaction. (1) Given the reactants C(OC(=O)[NH:7][CH2:8][CH2:9][CH2:10][N:11]([CH2:16][C:17]1[CH:22]=[CH:21][CH:20]=[C:19]([C:23]2[CH:28]=[CH:27][N:26]=[C:25](Cl)[N:24]=2)[CH:18]=1)[S:12]([CH3:15])(=[O:14])=[O:13])(C)(C)C.[NH2:31][CH2:32][C:33]1[CH:38]=[CH:37][C:36]([OH:39])=[C:35]([O:40][CH3:41])[CH:34]=1, predict the reaction product. The product is: [NH2:7][CH2:8][CH2:9][CH2:10][N:11]([CH2:16][C:17]1[CH:22]=[CH:21][CH:20]=[C:19]([C:23]2[CH:28]=[CH:27][N:26]=[C:25]([NH:31][CH2:32][C:33]3[CH:38]=[CH:37][C:36]([OH:39])=[C:35]([O:40][CH3:41])[CH:34]=3)[N:24]=2)[CH:18]=1)[S:12]([CH3:15])(=[O:13])=[O:14]. (2) Given the reactants [NH2:1][C:2]1[N:7]=[C:6]([C:8]([C:10]2[C:15]([NH:16][S:17]([C:20]3[CH:25]=[CH:24][C:23]([C:26]([CH3:29])([CH3:28])[CH3:27])=[CH:22][CH:21]=3)(=[O:19])=[O:18])=[CH:14][C:13]([Cl:30])=[CH:12][N:11]=2)=[O:9])[CH:5]=[CH:4][CH:3]=1.[C:31](Cl)(=[O:33])[CH3:32], predict the reaction product. The product is: [C:26]([C:23]1[CH:22]=[CH:21][C:20]([S:17]([NH:16][C:15]2[C:10]([C:8]([C:6]3[N:7]=[C:2]([NH:1][C:31](=[O:33])[CH3:32])[CH:3]=[CH:4][CH:5]=3)=[O:9])=[N:11][CH:12]=[C:13]([Cl:30])[CH:14]=2)(=[O:18])=[O:19])=[CH:25][CH:24]=1)([CH3:27])([CH3:29])[CH3:28]. (3) Given the reactants [N:1]1[CH:2]=[CH:3][N:4]2[CH:9]=[CH:8][C:7]([C:10]([NH2:12])=O)=[CH:6][C:5]=12.C(N(CC)CC)C.FC(F)(F)C(OC(=O)C(F)(F)F)=O, predict the reaction product. The product is: [N:1]1[CH:2]=[CH:3][N:4]2[CH:9]=[CH:8][C:7]([C:10]#[N:12])=[CH:6][C:5]=12. (4) Given the reactants C1(P([N:15]=[N+]=[N-])(C2C=CC=CC=2)=O)C=CC=CC=1.[Br:18][C:19]1[CH:20]=[CH:21][C:22]([O:35][CH2:36][C:37]2[CH:42]=[CH:41][CH:40]=[CH:39][CH:38]=2)=[C:23]([CH2:25][N:26]2[C:30]([CH3:31])=[CH:29][C:28](C(O)=O)=[N:27]2)[CH:24]=1.[CH3:43][C:44]([O:47][CH:48]([N:50]1[CH2:55][CH2:54][CH:53]([CH2:56][OH:57])[CH2:52][CH2:51]1)[OH:49])([CH3:46])[CH3:45].CCO[C:61](C)=[O:62], predict the reaction product. The product is: [Br:18][C:19]1[CH:20]=[CH:21][C:22]([O:35][CH2:36][C:37]2[CH:38]=[CH:39][CH:40]=[CH:41][CH:42]=2)=[C:23]([CH2:25][N:26]2[C:30]([CH3:31])=[CH:29][C:28]([NH:15][C:61]([O:57][CH2:56][CH:53]3[CH2:52][CH2:51][N:50]([C:48]([O:47][C:44]([CH3:43])([CH3:45])[CH3:46])=[O:49])[CH2:55][CH2:54]3)=[O:62])=[N:27]2)[CH:24]=1. (5) Given the reactants [Cl:1][C:2]1[CH:3]=[CH:4][C:5]([O:26][CH2:27][CH:28]([CH3:30])[CH3:29])=[C:6]([CH2:8][C:9]2[N:14]=[C:13]([NH:15][C:16](=[O:25])[C:17]3[CH:22]=[CH:21][C:20]([CH2:23][OH:24])=[CH:19][CH:18]=3)[CH:12]=[CH:11][CH:10]=2)[CH:7]=1.CC(OI1(OC(C)=O)(OC(C)=O)OC(=O)C2C=CC=CC1=2)=O, predict the reaction product. The product is: [Cl:1][C:2]1[CH:3]=[CH:4][C:5]([O:26][CH2:27][CH:28]([CH3:30])[CH3:29])=[C:6]([CH2:8][C:9]2[N:14]=[C:13]([NH:15][C:16](=[O:25])[C:17]3[CH:22]=[CH:21][C:20]([CH:23]=[O:24])=[CH:19][CH:18]=3)[CH:12]=[CH:11][CH:10]=2)[CH:7]=1.